Task: Predict the product of the given reaction.. Dataset: Forward reaction prediction with 1.9M reactions from USPTO patents (1976-2016) Given the reactants [Cl:1][C:2]1[C:3]([I:14])=[CH:4][C:5]([CH3:13])=[C:6]2[C:11]=1[C:10](=[O:12])[NH:9][CH2:8][CH2:7]2.CC(C)([O-])C.[K+].[CH2:21]([O:28][C:29]1[C:34]([CH2:35]Cl)=[C:33]([CH3:37])[CH:32]=[C:31]([CH3:38])[N:30]=1)[C:22]1[CH:27]=[CH:26][CH:25]=[CH:24][CH:23]=1, predict the reaction product. The product is: [CH2:21]([O:28][C:29]1[C:34]([CH2:35][N:9]2[CH2:8][CH2:7][C:6]3[C:11](=[C:2]([Cl:1])[C:3]([I:14])=[CH:4][C:5]=3[CH3:13])[C:10]2=[O:12])=[C:33]([CH3:37])[CH:32]=[C:31]([CH3:38])[N:30]=1)[C:22]1[CH:27]=[CH:26][CH:25]=[CH:24][CH:23]=1.